From a dataset of Catalyst prediction with 721,799 reactions and 888 catalyst types from USPTO. Predict which catalyst facilitates the given reaction. The catalyst class is: 3. Reactant: [CH3:1][O:2][CH:3]1[CH2:8][CH2:7][NH:6][CH2:5][CH2:4]1.Br[CH2:10][CH2:11][CH2:12][N:13]1[C:17](=[O:18])[C:16]2=[CH:19][CH:20]=[CH:21][CH:22]=[C:15]2[C:14]1=[O:23].C([O-])([O-])=O.[K+].[K+]. Product: [CH3:1][O:2][CH:3]1[CH2:8][CH2:7][N:6]([CH2:10][CH2:11][CH2:12][N:13]2[C:17](=[O:18])[C:16]3[C:15](=[CH:22][CH:21]=[CH:20][CH:19]=3)[C:14]2=[O:23])[CH2:5][CH2:4]1.